From a dataset of Reaction yield outcomes from USPTO patents with 853,638 reactions. Predict the reaction yield, written as a fraction of the theoretical maximum amount of product (1.0 means a 100% yield; for example, 0.34 means a 34% yield). (1) The reactants are [O:1]=[C:2]1[CH:7]2[CH2:8][CH:4]([CH2:5][CH:6]2[C:9]([OH:11])=[O:10])[O:3]1.[CH3:12]I. The catalyst is CC(C)=O.[Ag-]=O. The product is [CH3:12][O:10][C:9]([CH:6]1[CH2:5][CH:4]2[CH2:8][CH:7]1[C:2](=[O:1])[O:3]2)=[O:11]. The yield is 0.640. (2) The catalyst is C(OCC)(=O)C.C(O)C.[Pd]. The yield is 0.760. The reactants are [F:1][C:2]1[CH:3]=[C:4]([NH:8][C:9](=[O:19])[CH2:10][N:11]2[CH:15]=[CH:14][C:13]([N+:16]([O-])=O)=[N:12]2)[CH:5]=[CH:6][CH:7]=1. The product is [NH2:16][C:13]1[CH:14]=[CH:15][N:11]([CH2:10][C:9]([NH:8][C:4]2[CH:5]=[CH:6][CH:7]=[C:2]([F:1])[CH:3]=2)=[O:19])[N:12]=1. (3) The reactants are C(C1C=C(NC(=O)CCCC2C=CC([B:25]([OH:27])[OH:26])=CC=2)C=CC=1S(CC)(=O)=O)#N.[C:29]([C:31]1[CH:32]=[C:33]([NH:42][C:43](=[O:54])[O:44][CH2:45][CH2:46][C:47]2[CH:52]=[CH:51][C:50](Br)=[CH:49][CH:48]=2)[CH:34]=[CH:35][C:36]=1[S:37]([CH2:40][CH3:41])(=[O:39])=[O:38])#[N:30]. No catalyst specified. The product is [C:29]([C:31]1[CH:32]=[C:33]([NH:42][C:43]([O:44][CH2:45][CH2:46][C:47]2[CH:52]=[CH:51][C:50]([B:25]([OH:27])[OH:26])=[CH:49][CH:48]=2)=[O:54])[CH:34]=[CH:35][C:36]=1[S:37]([CH2:40][CH3:41])(=[O:39])=[O:38])#[N:30]. The yield is 0.820. (4) The reactants are C(O)(=O)C.[CH2:5]([O:8][C:9]([O:11][C@H:12]1[C@H:25]([O:26][P:27]2(=[O:38])[O:33][CH2:32][C:31]3[CH:34]=[CH:35][CH:36]=[CH:37][C:30]=3[CH2:29][O:28]2)[C@@H:24]([CH2:39][O:40][CH2:41][C:42]2[CH:47]=[CH:46][CH:45]=[CH:44][CH:43]=2)[O:23][C@@H:14]([O:15][Si:16]([C:19]([CH3:22])([CH3:21])[CH3:20])([CH3:18])[CH3:17])[C@@H:13]1[N:48]=[N+]=[N-])=[O:10])[CH:6]=[CH2:7].[C:51](Cl)([O:53][CH2:54][CH:55]1[C:67]2[C:62](=[CH:63][CH:64]=[CH:65][CH:66]=2)[C:61]2[C:56]1=[CH:57][CH:58]=[CH:59][CH:60]=2)=[O:52].CCN(C(C)C)C(C)C. The catalyst is C(Cl)Cl.C(OCC)(=O)C.[Zn].CCCCCC.C(OCC)(=O)C. The product is [CH2:5]([O:8][C:9]([O:11][C@H:12]1[C@H:25]([O:26][P:27]2(=[O:38])[O:33][CH2:32][C:31]3[CH:34]=[CH:35][CH:36]=[CH:37][C:30]=3[CH2:29][O:28]2)[C@@H:24]([CH2:39][O:40][CH2:41][C:42]2[CH:47]=[CH:46][CH:45]=[CH:44][CH:43]=2)[O:23][C@@H:14]([O:15][Si:16]([C:19]([CH3:22])([CH3:21])[CH3:20])([CH3:18])[CH3:17])[C@@H:13]1[NH:48][C:51]([O:53][CH2:54][CH:55]1[C:56]2[CH:57]=[CH:58][CH:59]=[CH:60][C:61]=2[C:62]2[C:67]1=[CH:66][CH:65]=[CH:64][CH:63]=2)=[O:52])=[O:10])[CH:6]=[CH2:7]. The yield is 0.800.